From a dataset of Forward reaction prediction with 1.9M reactions from USPTO patents (1976-2016). Predict the product of the given reaction. (1) Given the reactants [F:1][C:2]([F:7])([F:6])[C:3]([OH:5])=[O:4].[NH2:8][C@@H:9]1[CH2:13][CH2:12][N:11]([C:14]2[N:22]=[C:21]3[C:17]([N:18]=[CH:19][N:20]3[C@@H:23]3[CH2:27][C@H:26]([NH:28][C:29](=[O:39])[CH2:30][O:31]CC4C=CC=CC=4)[C@@H:25]([OH:40])[C@H:24]3[OH:41])=[C:16]([NH:42][CH2:43][CH:44]([C:51]3[CH:56]=[CH:55][CH:54]=[CH:53][CH:52]=3)[C:45]3[CH:50]=[CH:49][CH:48]=[CH:47][CH:46]=3)[N:15]=2)[CH2:10]1, predict the reaction product. The product is: [F:1][C:2]([F:7])([F:6])[C:3]([OH:5])=[O:4].[NH2:8][C@@H:9]1[CH2:13][CH2:12][N:11]([C:14]2[N:22]=[C:21]3[C:17]([N:18]=[CH:19][N:20]3[C@@H:23]3[CH2:27][C@H:26]([NH:28][C:29](=[O:39])[CH2:30][OH:31])[C@@H:25]([OH:40])[C@H:24]3[OH:41])=[C:16]([NH:42][CH2:43][CH:44]([C:45]3[CH:50]=[CH:49][CH:48]=[CH:47][CH:46]=3)[C:51]3[CH:52]=[CH:53][CH:54]=[CH:55][CH:56]=3)[N:15]=2)[CH2:10]1. (2) Given the reactants [C:1]([O:5][C:6](=[O:24])[CH2:7][N:8]1[C:16]2[C:11](=[CH:12][CH:13]=[CH:14][CH:15]=2)[CH:10]=[C:9]1[CH2:17][CH2:18][C:19](OCC)=[O:20])([CH3:4])([CH3:3])[CH3:2].CC(C)([O-])C.[K+].[Cl-].[NH4+], predict the reaction product. The product is: [O:20]=[C:19]1[CH:7]([C:6]([O:5][C:1]([CH3:4])([CH3:3])[CH3:2])=[O:24])[N:8]2[C:16]3[C:11]([CH:10]=[C:9]2[CH2:17][CH2:18]1)=[CH:12][CH:13]=[CH:14][CH:15]=3. (3) Given the reactants [OH:1][CH:2]1[CH:6]([NH:7][C:8]([C@H:10]2[N:15]3[C:16](=[O:31])[C@@H:17]([NH:22][C:23](=[O:30])[C:24]4[CH:29]=[CH:28][CH:27]=[CH:26][CH:25]=4)[CH2:18][CH:19]=[CH:20][CH2:21][C@H:14]3[CH2:13][CH2:12][CH2:11]2)=[O:9])[CH2:5][C:4](=[O:32])[O:3]1, predict the reaction product. The product is: [OH:1][CH:2]1[CH:6]([NH:7][C:8]([C@H:10]2[N:15]3[C:16](=[O:31])[C@@H:17]([NH:22][C:23](=[O:30])[C:24]4[CH:25]=[CH:26][CH:27]=[CH:28][CH:29]=4)[CH2:18][CH2:19][CH2:20][CH2:21][C@H:14]3[CH2:13][CH2:12][CH2:11]2)=[O:9])[CH2:5][C:4](=[O:32])[O:3]1. (4) The product is: [C:10]([N:13]1[C:21]2[C:16](=[CH:17][CH:18]=[C:19]([Cl:22])[CH:20]=2)[C:15](=[C:23]([O:31][CH3:6])[C:24]2[CH:29]=[CH:28][CH:27]=[C:26]([I:30])[CH:25]=2)[C:14]1=[O:32])(=[O:12])[CH3:11]. Given the reactants F[B-](F)(F)F.[CH3:6][O+](C)C.[C:10]([N:13]1[C:21]2[C:16](=[CH:17][CH:18]=[C:19]([Cl:22])[CH:20]=2)[C:15](=[C:23]([OH:31])[C:24]2[CH:29]=[CH:28][CH:27]=[C:26]([I:30])[CH:25]=2)[C:14]1=[O:32])(=[O:12])[CH3:11].C(N(C(C)C)C(C)C)C, predict the reaction product.